Dataset: Full USPTO retrosynthesis dataset with 1.9M reactions from patents (1976-2016). Task: Predict the reactants needed to synthesize the given product. (1) The reactants are: [CH3:1][O:2][N:3]([CH3:15])[C:4]([C:6]1[CH:7]=[CH:8][C:9]2[O:13][CH:12]=[CH:11][C:10]=2[CH:14]=1)=[O:5]. Given the product [CH3:1][O:2][N:3]([CH3:15])[C:4]([C:6]1[CH:7]=[CH:8][C:9]2[O:13][CH2:12][CH2:11][C:10]=2[CH:14]=1)=[O:5], predict the reactants needed to synthesize it. (2) Given the product [ClH:1].[NH2:22][C@@H:18]1[CH2:19][CH2:20][CH2:21][N:16]([C:3]2[C:2]([Cl:1])=[CH:7][N:6]=[C:5]3[NH:8][CH:9]=[C:10]([NH:11][C:12](=[O:15])[CH2:13][CH3:14])[C:4]=23)[CH2:17]1, predict the reactants needed to synthesize it. The reactants are: [Cl:1][C:2]1[C:3]([N:16]2[CH2:21][CH2:20][CH2:19][C@@H:18]([NH:22]C(=O)OC(C)(C)C)[CH2:17]2)=[C:4]2[C:10]([NH:11][C:12](=[O:15])[CH2:13][CH3:14])=[CH:9][NH:8][C:5]2=[N:6][CH:7]=1.C(O)(C(F)(F)F)=O. (3) Given the product [CH2:35]([N:34]([CH3:33])[C:8]1[CH:9]=[C:10]([NH:15][C:16]2[CH:21]=[C:20]([N:22]([CH3:24])[CH3:23])[N:19]=[C:18]([N:25]3[CH2:30][C@H:29]([CH3:31])[O:28][C@H:27]([CH3:32])[CH2:26]3)[N:17]=2)[CH:11]=[CH:12][C:13]=1[CH3:14])[C:36]1[CH:41]=[CH:40][CH:39]=[CH:38][CH:37]=1, predict the reactants needed to synthesize it. The reactants are: CC(C)([O-])C.[Na+].Br[C:8]1[CH:9]=[C:10]([NH:15][C:16]2[CH:21]=[C:20]([N:22]([CH3:24])[CH3:23])[N:19]=[C:18]([N:25]3[CH2:30][C@H:29]([CH3:31])[O:28][C@H:27]([CH3:32])[CH2:26]3)[N:17]=2)[CH:11]=[CH:12][C:13]=1[CH3:14].[CH3:33][NH:34][CH2:35][C:36]1[CH:41]=[CH:40][CH:39]=[CH:38][CH:37]=1. (4) Given the product [CH3:20][C:21]1([CH3:32])[C@H:26]2[CH2:27][C@@H:22]1[CH2:23][CH2:24][C@H:25]2[CH2:28][C:29]([NH:1][N:2]1[N:11]=[C:10]([C:12]2[CH:13]=[CH:14][C:15]([CH3:18])=[CH:16][CH:17]=2)[C:9]2[C:4](=[CH:5][CH:6]=[CH:7][CH:8]=2)[C:3]1=[O:19])=[O:30], predict the reactants needed to synthesize it. The reactants are: [NH2:1][N:2]1[N:11]=[C:10]([C:12]2[CH:17]=[CH:16][C:15]([CH3:18])=[CH:14][CH:13]=2)[C:9]2[C:4](=[CH:5][CH:6]=[CH:7][CH:8]=2)[C:3]1=[O:19].[CH3:20][C:21]1([CH3:32])[C@H:26]2[CH2:27][C@@H:22]1[CH2:23][CH2:24][C@H:25]2[CH2:28][C:29](O)=[O:30].